Dataset: Forward reaction prediction with 1.9M reactions from USPTO patents (1976-2016). Task: Predict the product of the given reaction. (1) The product is: [CH2:4]1[O:5][CH:20]([CH:12]2[O:15][CH2:11][CH2:10][O:13]2)[O:21][CH2:3]1. Given the reactants ClC[CH2:3][C:4](Cl)=[O:5].S1[CH:11]=[CH:10]CS1.[C:12](=[O:15])([O-])[OH:13].[Na+].ClCC[C:20](SCC1CSCS1)=[O:21], predict the reaction product. (2) Given the reactants [NH2:1][C:2]1[C:7]2[O:8][CH2:9][C:10](=[O:12])[NH:11][C:6]=2[CH:5]=[C:4](Cl)[CH:3]=1.C(N(CC)CC)C.CCOC(C)=O, predict the reaction product. The product is: [NH2:1][C:2]1[C:7]2[O:8][CH2:9][C:10](=[O:12])[NH:11][C:6]=2[CH:5]=[CH:4][CH:3]=1. (3) Given the reactants [F:1][C:2]([F:21])([F:20])[C:3]1[CH:8]=[C:7]([C:9]2[CH:14]=[CH:13][C:12]([N+:15]([O-])=O)=[CH:11][CH:10]=2)[N:6]=[C:5](SC)[N:4]=1.[N+](C1C=CC(C(=O)CC(=O)C(F)(F)F)=CC=1)([O-])=O.[F:40][C:41]([F:52])([F:51])[C:42]1[CH:47]=[CH:46][C:45](B(O)O)=[CH:44][CH:43]=1.O1C=CC=C1P(C1OC=CC=1)C1OC=CC=1, predict the reaction product. The product is: [F:1][C:2]([F:21])([F:20])[C:3]1[CH:8]=[C:7]([C:9]2[CH:14]=[CH:13][C:12]([NH2:15])=[CH:11][CH:10]=2)[N:6]=[C:5]([C:45]2[CH:46]=[CH:47][C:42]([C:41]([F:52])([F:51])[F:40])=[CH:43][CH:44]=2)[N:4]=1. (4) Given the reactants [CH:1]([O:4][C:5]1[CH:10]=[CH:9][C:8]([C:11]2[CH:16]=[CH:15][CH:14]=[C:13]([CH:17]3[C:26]([CH3:28])([CH3:27])[CH2:25][C:24]4[C:19](=[CH:20][CH:21]=[C:22]([C:29](O)=[O:30])[CH:23]=4)[NH:18]3)[CH:12]=2)=[CH:7][CH:6]=1)([CH3:3])[CH3:2].[CH:32]1([S:35]([NH2:38])(=[O:37])=[O:36])[CH2:34][CH2:33]1, predict the reaction product. The product is: [CH:1]([O:4][C:5]1[CH:6]=[CH:7][C:8]([C:11]2[CH:16]=[CH:15][CH:14]=[C:13]([CH:17]3[C:26]([CH3:27])([CH3:28])[CH2:25][C:24]4[C:19](=[CH:20][CH:21]=[C:22]([C:29]([NH:38][S:35]([CH:32]5[CH2:34][CH2:33]5)(=[O:37])=[O:36])=[O:30])[CH:23]=4)[NH:18]3)[CH:12]=2)=[CH:9][CH:10]=1)([CH3:2])[CH3:3]. (5) Given the reactants [F:1][C:2]1[CH:3]=[C:4]([N:9]2[CH2:13][C@H:12]([CH2:14][N:15]3[CH:19]=[CH:18][N:17]=[N:16]3)[O:11][C:10]2=[O:20])[CH:5]=[CH:6][C:7]=1I.[N+:21]([C:24]1[N:25]=[C:26]2[N:31]([CH:32]=1)[CH2:30][C@H:29]([O:33][CH2:34][C:35]1[CH:40]=[CH:39][C:38](B3OC(C)(C)C(C)(C)O3)=[CH:37][N:36]=1)[CH2:28][O:27]2)([O-:23])=[O:22].C([O-])([O-])=O.[K+].[K+], predict the reaction product. The product is: [F:1][C:2]1[CH:3]=[C:4]([N:9]2[CH2:13][C@@H:12]([CH2:14][N:15]3[CH:19]=[CH:18][N:17]=[N:16]3)[O:11][C:10]2=[O:20])[CH:5]=[CH:6][C:7]=1[C:38]1[CH:37]=[N:36][C:35]([CH2:34][O:33][C@H:29]2[CH2:28][O:27][C:26]3=[N:25][C:24]([N+:21]([O-:23])=[O:22])=[CH:32][N:31]3[CH2:30]2)=[CH:40][CH:39]=1. (6) The product is: [ClH:27].[C:19]1([C:15]2[C:12]3[CH2:13][CH2:14][NH:8][CH2:9][CH2:10][C:11]=3[N:18]=[CH:17][N:16]=2)[CH:20]=[CH:21][CH:22]=[CH:23][CH:24]=1. Given the reactants C([N:8]1[CH2:14][CH2:13][C:12]2[C:15]([C:19]3[CH:24]=[CH:23][CH:22]=[CH:21][CH:20]=3)=[N:16][CH:17]=[N:18][C:11]=2[CH2:10][CH2:9]1)C1C=CC=CC=1.[H][H].[ClH:27], predict the reaction product. (7) Given the reactants [OH-].[Na+].C[O:4][C:5](=[O:28])/[CH:6]=[CH:7]/[C:8]1[CH:13]=[CH:12][CH:11]=[C:10]([NH:14][C:15](=[O:27])/[CH:16]=[CH:17]/[C:18]2[CH:26]=[CH:25][C:21]3[O:22][CH2:23][O:24][C:20]=3[CH:19]=2)[CH:9]=1, predict the reaction product. The product is: [O:22]1[C:21]2[CH:25]=[CH:26][C:18](/[CH:17]=[CH:16]/[C:15]([NH:14][C:10]3[CH:9]=[C:8](/[CH:7]=[CH:6]/[C:5]([OH:28])=[O:4])[CH:13]=[CH:12][CH:11]=3)=[O:27])=[CH:19][C:20]=2[O:24][CH2:23]1. (8) Given the reactants [Cl:1][C:2]1[CH:11]=[CH:10][C:5]([C:6]([O:8][CH3:9])=[O:7])=[CH:4][C:3]=1[NH2:12].C(O[CH:16]=[C:17]([C:23]([O:25][CH2:26][CH3:27])=[O:24])[C:18]([O:20][CH2:21][CH3:22])=[O:19])C, predict the reaction product. The product is: [Cl:1][C:2]1[CH:11]=[CH:10][C:5]([C:6]([O:8][CH3:9])=[O:7])=[CH:4][C:3]=1[NH:12][CH:16]=[C:17]([C:18]([O:20][CH2:21][CH3:22])=[O:19])[C:23]([O:25][CH2:26][CH3:27])=[O:24]. (9) Given the reactants [S:1]1[C:5]2[CH:6]=[CH:7][CH:8]=[CH:9][C:4]=2[N:3]=[C:2]1[N:10]1[C:14](=[O:15])[C:13](=[CH:16][N:17](C)C)[C:12]([C:20]2[CH:25]=[CH:24][CH:23]=[C:22]([C:26]([F:29])([F:28])[F:27])[CH:21]=2)=[N:11]1, predict the reaction product. The product is: [NH2:17][CH:16]=[C:13]1[C:12]([C:20]2[CH:25]=[CH:24][CH:23]=[C:22]([C:26]([F:27])([F:29])[F:28])[CH:21]=2)=[N:11][N:10]([C:2]2[S:1][C:5]3[CH:6]=[CH:7][CH:8]=[CH:9][C:4]=3[N:3]=2)[C:14]1=[O:15].